Dataset: Reaction yield outcomes from USPTO patents with 853,638 reactions. Task: Predict the reaction yield, written as a fraction of the theoretical maximum amount of product (1.0 means a 100% yield; for example, 0.34 means a 34% yield). (1) The reactants are [CH2:1]([N:3]([CH2:19][CH3:20])[CH2:4][CH2:5][N:6]1[CH2:11][CH2:10][C:9]2[NH:12][C:13]([CH:16]=O)=[C:14]([CH3:15])[C:8]=2[C:7]1=[O:18])[CH3:2].[Cl:21][C:22]1[CH:23]=[C:24]([NH:29][C:30]2[C:31]3[CH2:38][C:37](=[O:39])[NH:36][C:32]=3[N:33]=[CH:34][N:35]=2)[CH:25]=[CH:26][C:27]=1[F:28]. No catalyst specified. The product is [Cl:21][C:22]1[CH:23]=[C:24]([NH:29][C:30]2[C:31]3[C:38](=[CH:16][C:13]4[NH:12][C:9]5[CH2:10][CH2:11][N:6]([CH2:5][CH2:4][N:3]([CH2:19][CH3:20])[CH2:1][CH3:2])[C:7](=[O:18])[C:8]=5[C:14]=4[CH3:15])[C:37](=[O:39])[NH:36][C:32]=3[N:33]=[CH:34][N:35]=2)[CH:25]=[CH:26][C:27]=1[F:28]. The yield is 0.394. (2) The reactants are Br[C:2]1[CH:3]=[CH:4][C:5]2[O:14][CH2:13][CH2:12][C:11]3[S:10][C:9]([C:15]4[N:16]([CH:20]([CH3:22])[CH3:21])[N:17]=[CH:18][N:19]=4)=[N:8][C:7]=3[C:6]=2[CH:23]=1.[CH3:24][C:25]1[CH:26]=[C:27](B(O)O)[CH:28]=[N:29][CH:30]=1. No catalyst specified. The product is [CH:20]([N:16]1[C:15]([C:9]2[S:10][C:11]3[CH2:12][CH2:13][O:14][C:5]4[CH:4]=[CH:3][C:2]([C:27]5[CH:28]=[N:29][CH:30]=[C:25]([CH3:24])[CH:26]=5)=[CH:23][C:6]=4[C:7]=3[N:8]=2)=[N:19][CH:18]=[N:17]1)([CH3:22])[CH3:21]. The yield is 0.170. (3) The reactants are C([Li])CCC.Br[C:7]1[S:8][CH:9]=[CH:10][N:11]=1.[O:12]1[C:16]2([CH2:21][CH2:20][C:19](=[O:22])[CH2:18][CH2:17]2)[O:15][CH2:14][CH2:13]1. The catalyst is C(OCC)C. The product is [S:8]1[CH:9]=[CH:10][N:11]=[C:7]1[C:19]1([OH:22])[CH2:20][CH2:21][C:16]2([O:15][CH2:14][CH2:13][O:12]2)[CH2:17][CH2:18]1. The yield is 0.940.